This data is from Forward reaction prediction with 1.9M reactions from USPTO patents (1976-2016). The task is: Predict the product of the given reaction. (1) Given the reactants C([O:8][C@@H:9]1[C@@H:47]([O:48]CC2C=CC=CC=2)[C@H:46]([O:56][C@@H:57]2[O:76][C@H:75]([CH2:77][OH:78])[C@@H:62]([O:63][C@@H:64]3[O:72][C@H:71]([CH2:73][OH:74])[C@@H:69]([OH:70])[C@H:67]([OH:68])[C@H:65]3[OH:66])[C@H:60]([OH:61])[C@H:58]2[OH:59])[C@@H:45]([CH2:79][O:80]CC2C=CC=CC=2)[O:44][C@@H:10]1[O:11][C@H:12]1[C@H:16]([O:17]CC2C=CC=CC=2)[CH2:15][N:14](C(OCC2C=CC=CC=2)=O)[C@@H:13]1[CH2:35][O:36]CC1C=CC=CC=1)C1C=CC=CC=1.Cl, predict the reaction product. The product is: [C@@H:64]1([O:63][C@@H:62]2[C@@H:75]([CH2:77][OH:78])[O:76][C@@H:57]([O:56][C@@H:46]3[C@@H:45]([CH2:79][OH:80])[O:44][C@H:10]([O:11][C@H:12]4[C@H:16]([OH:17])[CH2:15][NH:14][C@@H:13]4[CH2:35][OH:36])[C@H:9]([OH:8])[C@H:47]3[OH:48])[C@H:58]([OH:59])[C@H:60]2[OH:61])[O:72][C@H:71]([CH2:73][OH:74])[C@@H:69]([OH:70])[C@H:67]([OH:68])[C@H:65]1[OH:66]. (2) Given the reactants [CH3:1][N:2]1[CH2:7][CH2:6][NH:5][CH2:4][CH2:3]1.[CH2:8]([NH:12][C:13]1[N:18]=[C:17]([NH:19][C@H:20]2[CH2:25][CH2:24][C@H:23]([OH:26])[CH2:22][CH2:21]2)[C:16]([C:27]2[O:31][C:30]([CH:32]=O)=[CH:29][CH:28]=2)=[CH:15][N:14]=1)[CH2:9][CH2:10][CH3:11].C(O)(=O)C.C(O[BH-](OC(=O)C)OC(=O)C)(=O)C.[Na+], predict the reaction product. The product is: [CH2:8]([NH:12][C:13]1[N:18]=[C:17]([NH:19][C@H:20]2[CH2:21][CH2:22][C@H:23]([OH:26])[CH2:24][CH2:25]2)[C:16]([C:27]2[O:31][C:30]([CH2:32][N:5]3[CH2:6][CH2:7][N:2]([CH3:1])[CH2:3][CH2:4]3)=[CH:29][CH:28]=2)=[CH:15][N:14]=1)[CH2:9][CH2:10][CH3:11]. (3) The product is: [CH3:25][C:26]1[CH:32]=[CH:31][CH:30]=[C:29]([CH3:33])[C:27]=1[NH:28][C:16]1[CH:21]=[CH:20][CH:19]=[CH:18][C:17]=1[N+:22]([O-:24])=[O:23]. Given the reactants CC([O-])(C)C.[Na+].[O-]P([O-])([O-])=O.[K+].[K+].[K+].Cl[C:16]1[CH:21]=[CH:20][CH:19]=[CH:18][C:17]=1[N+:22]([O-:24])=[O:23].[CH3:25][C:26]1[CH:32]=[CH:31][CH:30]=[C:29]([CH3:33])[C:27]=1[NH2:28], predict the reaction product. (4) Given the reactants [C:1]([O:5][C:6]([NH:8][CH2:9][CH2:10][C:11]1[N:15]=[C:14]([C:16]([O:18]CC)=[O:17])[NH:13][N:12]=1)=[O:7])([CH3:4])([CH3:3])[CH3:2].[OH-].[Na+:22], predict the reaction product. The product is: [C:1]([O:5][C:6]([NH:8][CH2:9][CH2:10][C:11]1[N:15]=[C:14]([C:16]([O-:18])=[O:17])[NH:13][N:12]=1)=[O:7])([CH3:4])([CH3:2])[CH3:3].[Na+:22].